Dataset: Reaction yield outcomes from USPTO patents with 853,638 reactions. Task: Predict the reaction yield, written as a fraction of the theoretical maximum amount of product (1.0 means a 100% yield; for example, 0.34 means a 34% yield). The reactants are [F:1][C:2]1[CH:7]=[CH:6][C:5]([C:8]2[C:17]([N:18]3[C:27]4[C:22](=[CH:23][CH:24]=[C:25]([O:28][CH3:29])[CH:26]=4)[CH2:21][CH2:20][CH2:19]3)=[N:16][C:15]3[C:10](=[CH:11][CH:12]=[C:13]([C:30]([O:32]C)=[O:31])[CH:14]=3)[N:9]=2)=[CH:4][CH:3]=1.[OH-].[Na+].CC(O)=O. The catalyst is CO.O. The product is [F:1][C:2]1[CH:7]=[CH:6][C:5]([C:8]2[C:17]([N:18]3[C:27]4[C:22](=[CH:23][CH:24]=[C:25]([O:28][CH3:29])[CH:26]=4)[CH2:21][CH2:20][CH2:19]3)=[N:16][C:15]3[C:10](=[CH:11][CH:12]=[C:13]([C:30]([OH:32])=[O:31])[CH:14]=3)[N:9]=2)=[CH:4][CH:3]=1. The yield is 0.690.